From a dataset of Peptide-MHC class II binding affinity with 134,281 pairs from IEDB. Regression. Given a peptide amino acid sequence and an MHC pseudo amino acid sequence, predict their binding affinity value. This is MHC class II binding data. (1) The MHC is DRB1_0404 with pseudo-sequence DRB1_0404. The binding affinity (normalized) is 0.181. The peptide sequence is TRSVETDKGPLDKEA. (2) The MHC is HLA-DQA10201-DQB10402 with pseudo-sequence HLA-DQA10201-DQB10402. The peptide sequence is ARGWAAHRARANESA. The binding affinity (normalized) is 1.00. (3) The peptide sequence is GGTEIKYNGEEYLIL. The MHC is DRB1_0405 with pseudo-sequence DRB1_0405. The binding affinity (normalized) is 0.503. (4) The peptide sequence is TPLTLVDICFWSTLF. The MHC is DRB1_0301 with pseudo-sequence DRB1_0301. The binding affinity (normalized) is 0.239. (5) The peptide sequence is QVESTAGSLQGQWRG. The MHC is HLA-DQA10401-DQB10402 with pseudo-sequence HLA-DQA10401-DQB10402. The binding affinity (normalized) is 0.176.